Dataset: Forward reaction prediction with 1.9M reactions from USPTO patents (1976-2016). Task: Predict the product of the given reaction. (1) Given the reactants C([O:8][C:9]1[C:14]([O:15][CH2:16][C@H:17]2[CH2:19][O:18]2)=[CH:13][CH:12]=[C:11]([Cl:20])[C:10]=1[C:21]1[CH:26]=[CH:25][CH:24]=[CH:23][C:22]=1[Cl:27])C1C=CC=CC=1.C1CC=CCC=1, predict the reaction product. The product is: [Cl:20][C:11]1[CH:12]=[CH:13][C:14]2[O:15][CH2:16][CH:17]([CH2:19][OH:18])[O:8][C:9]=2[C:10]=1[C:21]1[CH:26]=[CH:25][CH:24]=[CH:23][C:22]=1[Cl:27]. (2) Given the reactants [O:1]=[C:2]1[C:6]([C:13]2[CH:18]=[CH:17][CH:16]=[CH:15][CH:14]=2)([C:7]2[CH:12]=[CH:11][CH:10]=[CH:9][CH:8]=2)[CH2:5][CH2:4][N:3]1[CH2:19][C:20](O)=[O:21].FC1C=CC(C2(C3C=CC(F)=CC=3)CCN(CC(O)=O)C2=O)=CC=1.O[NH:48]/[C:49](=[N:56]\[H])/[C:50]1[CH:55]=[CH:54][CH:53]=[N:52][CH:51]=1.ON/C(=N\[H])/C1C=CC(C(F)(F)F)=CC=1, predict the reaction product. The product is: [C:7]1([C:6]2([C:13]3[CH:18]=[CH:17][CH:16]=[CH:15][CH:14]=3)[CH2:5][CH2:4][N:3]([CH2:19][C:20]3[O:21][N:56]=[C:49]([C:50]4[CH:51]=[N:52][CH:53]=[CH:54][CH:55]=4)[N:48]=3)[C:2]2=[O:1])[CH:8]=[CH:9][CH:10]=[CH:11][CH:12]=1. (3) Given the reactants O[C:2]1([CH2:9][CH2:10][N:11]2[C:20]3[C:15](=[CH:16][CH:17]=[C:18]([O:21][CH3:22])[CH:19]=3)N=[CH:13][C:12]2=[O:23])[CH2:7][CH2:6][C:5](=O)[CH2:4][CH2:3]1.[O:24]1[C:33]2[CH:32]=[C:31]([CH2:34][NH2:35])N=[CH:29][C:28]=2[O:27][CH2:26][CH2:25]1.[C:36](O[BH-](OC(=O)C)OC(=O)C)(=O)[CH3:37].[Na+].[C:50](=O)([O-])O.[Na+], predict the reaction product. The product is: [O:27]1[C:28]2[CH:29]=[CH:50][C:31]([CH2:34][NH:35][CH:5]3[CH2:4][CH2:3][CH:2]([CH2:9][CH2:10][N:11]4[C:20]5[C:15](=[CH:16][CH:17]=[C:18]([O:21][CH3:22])[CH:19]=5)[C:36]([CH3:37])=[CH:13][C:12]4=[O:23])[CH2:7][CH2:6]3)=[CH:32][C:33]=2[O:24][CH2:25][CH2:26]1.